Dataset: Reaction yield outcomes from USPTO patents with 853,638 reactions. Task: Predict the reaction yield, written as a fraction of the theoretical maximum amount of product (1.0 means a 100% yield; for example, 0.34 means a 34% yield). (1) The reactants are Br[C:2]1[CH:3]=[CH:4][CH:5]=[C:6]2[C:10]=1[C:9](=[O:11])[CH2:8][CH2:7]2.[CH3:12][N:13](C=O)C. The catalyst is [C-]#N.[C-]#N.[Zn+2].C1C=CC([P]([Pd]([P](C2C=CC=CC=2)(C2C=CC=CC=2)C2C=CC=CC=2)([P](C2C=CC=CC=2)(C2C=CC=CC=2)C2C=CC=CC=2)[P](C2C=CC=CC=2)(C2C=CC=CC=2)C2C=CC=CC=2)(C2C=CC=CC=2)C2C=CC=CC=2)=CC=1. The product is [O:11]=[C:9]1[C:10]2[C:2]([C:12]#[N:13])=[CH:3][CH:4]=[CH:5][C:6]=2[CH2:7][CH2:8]1. The yield is 0.740. (2) The reactants are [CH:1]1([C:4]2[O:5][C:6]([C:9]3[CH:10]=[C:11]4[C:15](=[CH:16][CH:17]=3)[N:14](S(C3C=CC(C)=CC=3)(=O)=O)[CH:13]=[C:12]4[C:28]3[N:33]=[C:32]([CH:34]4[CH2:36][CH2:35]4)[CH:31]=[CH:30][N:29]=3)=[N:7][N:8]=2)[CH2:3][CH2:2]1.[OH-].[Na+]. The catalyst is O1CCOCC1.O. The product is [CH:1]1([C:4]2[O:5][C:6]([C:9]3[CH:10]=[C:11]4[C:15](=[CH:16][CH:17]=3)[NH:14][CH:13]=[C:12]4[C:28]3[N:33]=[C:32]([CH:34]4[CH2:36][CH2:35]4)[CH:31]=[CH:30][N:29]=3)=[N:7][N:8]=2)[CH2:3][CH2:2]1. The yield is 0.354. (3) The reactants are [OH:1][C:2]1[CH:9]=[CH:8][C:5]([C:6]#[N:7])=[CH:4][C:3]=1[O:10][CH3:11].N1C=CC=CC=1.[F:18][C:19]([F:32])([F:31])[S:20](O[S:20]([C:19]([F:32])([F:31])[F:18])(=[O:22])=[O:21])(=[O:22])=[O:21]. The catalyst is C(OCC)(=O)C. The product is [F:18][C:19]([F:32])([F:31])[S:20]([O:1][C:2]1[CH:9]=[CH:8][C:5]([C:6]#[N:7])=[CH:4][C:3]=1[O:10][CH3:11])(=[O:22])=[O:21]. The yield is 0.760.